Dataset: Reaction yield outcomes from USPTO patents with 853,638 reactions. Task: Predict the reaction yield, written as a fraction of the theoretical maximum amount of product (1.0 means a 100% yield; for example, 0.34 means a 34% yield). The reactants are O1[C:5]2([CH2:10][CH2:9][CH:8]([N:11]3[C:16](=[O:17])[C:15]([CH2:18][C:19]4[CH:24]=[CH:23][C:22]([C:25]5[C:26]([C:31]#[N:32])=[CH:27][CH:28]=[CH:29][CH:30]=5)=[C:21]([CH3:33])[CH:20]=4)=[C:14]([CH2:34][CH2:35][CH3:36])[N:13]4[N:37]=[CH:38][CH:39]=[C:12]34)[CH2:7][CH2:6]2)[O:4]CC1.Cl.[OH-].[Na+]. The catalyst is O1CCCC1.C(OCC)(=O)C. The product is [OH:4][C@H:5]1[CH2:6][CH2:7][C@H:8]([N:11]2[C:16](=[O:17])[C:15]([CH2:18][C:19]3[CH:24]=[CH:23][C:22]([C:25]4[C:26]([C:31]#[N:32])=[CH:27][CH:28]=[CH:29][CH:30]=4)=[C:21]([CH3:33])[CH:20]=3)=[C:14]([CH2:34][CH2:35][CH3:36])[N:13]3[N:37]=[CH:38][CH:39]=[C:12]23)[CH2:9][CH2:10]1. The yield is 0.940.